Dataset: Forward reaction prediction with 1.9M reactions from USPTO patents (1976-2016). Task: Predict the product of the given reaction. (1) Given the reactants [OH:1][C:2]1[CH:3]=[C:4]([CH2:8][C:9]([OH:11])=[O:10])[CH:5]=[CH:6][CH:7]=1.S(Cl)(Cl)=O.[CH3:16]O, predict the reaction product. The product is: [CH3:16][O:10][C:9](=[O:11])[CH2:8][C:4]1[CH:5]=[CH:6][CH:7]=[C:2]([OH:1])[CH:3]=1. (2) Given the reactants [CH2:1]([O:8][C:9]1[CH:24]=[C:23]([N:25]([CH2:31][C:32]2[CH:37]=[CH:36][C:35]([CH:38]3[CH2:43][CH2:42][CH2:41][CH2:40][CH2:39]3)=[CH:34][CH:33]=2)[C:26](=[O:30])[CH2:27][NH:28][CH3:29])[CH:22]=[CH:21][C:10]=1[C:11]([O:13][CH2:14][C:15]1[CH:20]=[CH:19][CH:18]=[CH:17][CH:16]=1)=[O:12])[C:2]1[CH:7]=[CH:6][CH:5]=[CH:4][CH:3]=1.[CH3:44][O:45][C:46]1[CH:51]=[CH:50][C:49]([S:52](Cl)(=[O:54])=[O:53])=[CH:48][CH:47]=1, predict the reaction product. The product is: [CH2:1]([O:8][C:9]1[CH:24]=[C:23]([N:25]([CH2:31][C:32]2[CH:33]=[CH:34][C:35]([CH:38]3[CH2:43][CH2:42][CH2:41][CH2:40][CH2:39]3)=[CH:36][CH:37]=2)[C:26](=[O:30])[CH2:27][N:28]([CH3:29])[S:52]([C:49]2[CH:48]=[CH:47][C:46]([O:45][CH3:44])=[CH:51][CH:50]=2)(=[O:54])=[O:53])[CH:22]=[CH:21][C:10]=1[C:11]([O:13][CH2:14][C:15]1[CH:20]=[CH:19][CH:18]=[CH:17][CH:16]=1)=[O:12])[C:2]1[CH:3]=[CH:4][CH:5]=[CH:6][CH:7]=1. (3) Given the reactants [Cl:1][C:2]1[CH:3]=[C:4]([CH:16]=[C:17]([Cl:21])[C:18]=1[O:19]C)[C:5]([N:7]1[C:11]2[CH:12]=[CH:13][CH:14]=[CH:15][C:10]=2[S:9][CH2:8]1)=[O:6].[Cl-].[Li+].Cl, predict the reaction product. The product is: [Cl:1][C:2]1[CH:3]=[C:4]([CH:16]=[C:17]([Cl:21])[C:18]=1[OH:19])[C:5]([N:7]1[C:11]2[CH:12]=[CH:13][CH:14]=[CH:15][C:10]=2[S:9][CH2:8]1)=[O:6]. (4) Given the reactants C(O[C:4]([CH2:6][N:7]([S:15]([C:18]1[CH:23]=[CH:22][C:21]([O:24][CH3:25])=[CH:20][CH:19]=1)(=[O:17])=[O:16])[CH:8]([CH2:13]O)[C:9]([O:11][CH3:12])=[O:10])=[O:5])C.[NH2:26][CH2:27][CH2:28][N:29]1[CH2:34][CH2:33][O:32][CH2:31][CH2:30]1, predict the reaction product. The product is: [CH3:25][O:24][C:21]1[CH:22]=[CH:23][C:18]([S:15]([N:7]2[CH2:6][C:4](=[O:5])[N:26]([CH2:27][CH2:28][N:29]3[CH2:34][CH2:33][O:32][CH2:31][CH2:30]3)[CH2:13][CH:8]2[C:9]([O:11][CH3:12])=[O:10])(=[O:17])=[O:16])=[CH:19][CH:20]=1. (5) Given the reactants [F:1][C:2]([F:19])([F:18])[C@H:3]1[CH2:8][CH2:7][C@H:6]([C:9]([N:11]2[CH2:15][CH2:14][CH2:13][C@H:12]2[CH2:16][OH:17])=[O:10])[CH2:5][CH2:4]1.O[C:21]1[C:22]([C:27]([O:29][CH2:30][CH3:31])=[O:28])=[N:23][CH:24]=[CH:25][CH:26]=1.ClC1C=C(O)C=NC=1, predict the reaction product. The product is: [F:19][C:2]([F:1])([F:18])[C@H:3]1[CH2:4][CH2:5][C@H:6]([C:9]([N:11]2[CH2:15][CH2:14][CH2:13][C@H:12]2[CH2:16][O:17][C:21]2[C:22]([C:27]([O:29][CH2:30][CH3:31])=[O:28])=[N:23][CH:24]=[CH:25][CH:26]=2)=[O:10])[CH2:7][CH2:8]1. (6) Given the reactants [CH3:1][C:2]1[N:3]=[C:4]2[C:9]([CH:10]=[O:11])=[CH:8][CH:7]=[CH:6][N:5]2[CH:12]=1.[K+].[Br-:14], predict the reaction product. The product is: [Br:14][C:12]1[N:5]2[CH:6]=[CH:7][CH:8]=[C:9]([CH:10]=[O:11])[C:4]2=[N:3][C:2]=1[CH3:1]. (7) Given the reactants [Cl:1][C:2]1[C:11]2[C:6](=[CH:7][CH:8]=[C:9](I)[CH:10]=2)[N:5]=[C:4]([O:13][CH3:14])[C:3]=1[C:15]([N:17]1[CH2:22][CH2:21][CH:20]([C:23]([F:26])([F:25])[F:24])[CH2:19][CH2:18]1)=[O:16].[CH3:27][N:28]1[C:32]([C:33]([C:35]2[CH:36]=[N:37][C:38]([C:41]([F:44])([F:43])[F:42])=[CH:39][CH:40]=2)=[O:34])=[CH:31][N:30]=[CH:29]1.[Li]CCCC.[NH4+].[Cl-], predict the reaction product. The product is: [Cl:1][C:2]1[C:11]2[C:6](=[CH:7][CH:8]=[C:9]([C:33]([C:32]3[N:28]([CH3:27])[CH:29]=[N:30][CH:31]=3)([C:35]3[CH:36]=[N:37][C:38]([C:41]([F:43])([F:42])[F:44])=[CH:39][CH:40]=3)[OH:34])[CH:10]=2)[N:5]=[C:4]([O:13][CH3:14])[C:3]=1[C:15]([N:17]1[CH2:22][CH2:21][CH:20]([C:23]([F:26])([F:25])[F:24])[CH2:19][CH2:18]1)=[O:16]. (8) Given the reactants [CH2:1]([O:8][C:9](=[O:25])[NH:10][CH2:11][CH2:12][O:13][N:14]1C(=O)C2C(=CC=CC=2)C1=O)[C:2]1[CH:7]=[CH:6][CH:5]=[CH:4][CH:3]=1, predict the reaction product. The product is: [NH2:14][O:13][CH2:12][CH2:11][NH:10][C:9](=[O:25])[O:8][CH2:1][C:2]1[CH:7]=[CH:6][CH:5]=[CH:4][CH:3]=1. (9) The product is: [CH3:7][C:6]1([CH3:8])[C:2]2[N:12]=[C:13]([NH2:15])[S:14][C:3]=2[C:4]([CH3:10])([CH3:9])[O:5]1. Given the reactants Br[CH:2]1[C:6]([CH3:8])([CH3:7])[O:5][C:4]([CH3:10])([CH3:9])[C:3]1=O.[NH2:12][C:13]([NH2:15])=[S:14].C(N(CC)CC)C, predict the reaction product.